This data is from Reaction yield outcomes from USPTO patents with 853,638 reactions. The task is: Predict the reaction yield, written as a fraction of the theoretical maximum amount of product (1.0 means a 100% yield; for example, 0.34 means a 34% yield). (1) The reactants are [C:1]([C:3]1[CH:4]=[C:5]([OH:9])[CH:6]=[CH:7][CH:8]=1)#[CH:2].C[Si]([N:14]=[N+:15]=[N-:16])(C)C.O. The catalyst is C1(C)C=CC=CC=1. The product is [NH:14]1[CH:2]=[C:1]([C:3]2[CH:4]=[C:5]([OH:9])[CH:6]=[CH:7][CH:8]=2)[N:16]=[N:15]1. The yield is 0.180. (2) The reactants are [Cl:1][C:2]1[C:3]([O:12][C:13]2[CH:18]=[C:17]([O:19][CH2:20][CH2:21][O:22][CH3:23])[CH:16]=[CH:15][C:14]=2[CH2:24][CH2:25][CH2:26][NH2:27])=[N:4][CH:5]=[C:6]([C:8]([F:11])([F:10])[F:9])[CH:7]=1.N1C=CC=CC=1.[Cl:34][C:35]1[CH:40]=[CH:39][CH:38]=[CH:37][C:36]=1[S:41](Cl)(=[O:43])=[O:42].Cl. The catalyst is C(OCC)(=O)C. The product is [Cl:34][C:35]1[CH:40]=[CH:39][CH:38]=[CH:37][C:36]=1[S:41]([NH:27][CH2:26][CH2:25][CH2:24][C:14]1[CH:15]=[CH:16][C:17]([O:19][CH2:20][CH2:21][O:22][CH3:23])=[CH:18][C:13]=1[O:12][C:3]1[C:2]([Cl:1])=[CH:7][C:6]([C:8]([F:9])([F:11])[F:10])=[CH:5][N:4]=1)(=[O:43])=[O:42]. The yield is 0.0300. (3) The reactants are [CH:1]([C@@H:14]1[CH2:20][C@@H:19]2[C@@H:17]([O:18]2)[CH2:16][O:15]1)([C:8]1[CH:13]=[CH:12][CH:11]=[CH:10][CH:9]=1)[C:2]1[CH:7]=[CH:6][CH:5]=[CH:4][CH:3]=1.[CH3:21][O:22][C:23]1[CH:30]=[C:29]([O:31][CH3:32])[CH:28]=[CH:27][C:24]=1[CH2:25][NH2:26]. The product is [CH:1]([C@@H:14]1[CH2:20][C@@H:19]([OH:18])[C@H:17]([NH:26][CH2:25][C:24]2[CH:27]=[CH:28][C:29]([O:31][CH3:32])=[CH:30][C:23]=2[O:22][CH3:21])[CH2:16][O:15]1)([C:8]1[CH:13]=[CH:12][CH:11]=[CH:10][CH:9]=1)[C:2]1[CH:3]=[CH:4][CH:5]=[CH:6][CH:7]=1. The yield is 0.700. No catalyst specified. (4) The reactants are Cl.[C:2](Cl)(=[O:9])[C:3]1[CH:8]=[CH:7][N:6]=[CH:5][CH:4]=1.C(N(CC)CC)C.ClCCl.[N:21]1([C:27]2[CH:33]=[CH:32][C:31]([C:34]([F:37])([F:36])[F:35])=[CH:30][C:28]=2[NH2:29])[CH2:26][CH2:25][CH2:24][CH2:23][CH2:22]1. The catalyst is CN(C)C1C=CN=CC=1.O. The product is [N:21]1([C:27]2[CH:33]=[CH:32][C:31]([C:34]([F:36])([F:37])[F:35])=[CH:30][C:28]=2[NH:29][C:2](=[O:9])[C:3]2[CH:8]=[CH:7][N:6]=[CH:5][CH:4]=2)[CH2:22][CH2:23][CH2:24][CH2:25][CH2:26]1. The yield is 0.339. (5) The reactants are [C:1]1([C:11]2[CH:16]=[CH:15][C:14]([C:17]3[CH:22]=[CH:21][C:20]([N:23]([C:30]4[CH:35]=[CH:34][CH:33]=[CH:32][CH:31]=4)[C:24]4[CH:29]=[CH:28][CH:27]=[CH:26][CH:25]=4)=[CH:19][CH:18]=3)=[CH:13][CH:12]=2)[C:10]2[C:5](=[CH:6][CH:7]=[CH:8][CH:9]=2)[CH:4]=[CH:3][CH:2]=1.[Br:36]N1C(=O)CCC1=O. The catalyst is C(OCC)(=O)C. The product is [Br:36][C:27]1[CH:28]=[CH:29][C:24]([N:23]([C:20]2[CH:21]=[CH:22][C:17]([C:14]3[CH:15]=[CH:16][C:11]([C:1]4[C:10]5[C:5](=[CH:6][CH:7]=[CH:8][CH:9]=5)[CH:4]=[CH:3][CH:2]=4)=[CH:12][CH:13]=3)=[CH:18][CH:19]=2)[C:30]2[CH:35]=[CH:34][CH:33]=[CH:32][CH:31]=2)=[CH:25][CH:26]=1. The yield is 0.930. (6) The reactants are [Br:1][C:2]1[CH:7]=[CH:6][C:5]([F:8])=[CH:4][C:3]=1[F:9].[N+:10]([O-])([OH:12])=[O:11].CCOCC. The catalyst is OS(O)(=O)=O. The product is [Br:1][C:2]1[CH:7]=[C:6]([N+:10]([O-:12])=[O:11])[C:5]([F:8])=[CH:4][C:3]=1[F:9]. The yield is 0.933. (7) The reactants are Cl[C:2]1[CH:11]=[CH:10][C:9]2[C:4](=[CH:5][CH:6]=[CH:7][CH:8]=2)[N:3]=1.[CH2:12]([C:16]1[CH:21]=[CH:20][CH:19]=[CH:18][CH:17]=1)[CH2:13][C:14]#[CH:15]. No catalyst specified. The product is [C:16]1([CH2:12][CH2:13][C:14]#[C:15][C:2]2[CH:11]=[CH:10][C:9]3[C:4](=[CH:5][CH:6]=[CH:7][CH:8]=3)[N:3]=2)[CH:21]=[CH:20][CH:19]=[CH:18][CH:17]=1. The yield is 0.370. (8) The reactants are [NH2:1][C:2]1[C:10]2[NH:9][C:8]3[CH2:11][CH2:12][N:13]([C:15]([O:17][C:18]([CH3:21])([CH3:20])[CH3:19])=[O:16])[CH2:14][C:7]=3[C:6]=2[CH:5]=[CH:4][CH:3]=1.[Cl:22][CH2:23][CH2:24][C:25](Cl)=[O:26].C(=O)(O)[O-].[Na+]. The catalyst is C1C=CC=CC=1.CN(C1C=CN=CC=1)C. The product is [Cl:22][CH2:23][CH2:24][C:25]([NH:1][C:2]1[C:10]2[NH:9][C:8]3[CH2:11][CH2:12][N:13]([C:15]([O:17][C:18]([CH3:21])([CH3:20])[CH3:19])=[O:16])[CH2:14][C:7]=3[C:6]=2[CH:5]=[CH:4][CH:3]=1)=[O:26]. The yield is 0.990. (9) The reactants are [NH:1]1[C:9]2[CH2:8][CH2:7][CH2:6][NH:5][C:4]=2[C:3]([C:10]([O:12][CH3:13])=[O:11])=[N:2]1.[I:14][C:15]1[CH:16]=[C:17](B(O)O)[CH:18]=[CH:19][CH:20]=1. No catalyst specified. The product is [I:14][C:15]1[CH:20]=[C:19]([N:1]2[C:9]3[CH2:8][CH2:7][CH2:6][NH:5][C:4]=3[C:3]([C:10]([O:12][CH3:13])=[O:11])=[N:2]2)[CH:18]=[CH:17][CH:16]=1. The yield is 0.280.